Dataset: TCR-epitope binding with 47,182 pairs between 192 epitopes and 23,139 TCRs. Task: Binary Classification. Given a T-cell receptor sequence (or CDR3 region) and an epitope sequence, predict whether binding occurs between them. (1) The epitope is NLVPMVATV. The TCR CDR3 sequence is CASSFLSEQYF. Result: 0 (the TCR does not bind to the epitope). (2) Result: 0 (the TCR does not bind to the epitope). The epitope is VLWAHGFEL. The TCR CDR3 sequence is CASSVLTSGGDEQYF. (3) The epitope is ELAGIGILTV. The TCR CDR3 sequence is CASSQEGQARGYTF. Result: 1 (the TCR binds to the epitope). (4) The epitope is YIFFASFYY. The TCR CDR3 sequence is CASSPAGGLLSYEQYF. Result: 1 (the TCR binds to the epitope). (5) The epitope is VVYRGTTTY. The TCR CDR3 sequence is CASSGLSGANVLTF. Result: 0 (the TCR does not bind to the epitope). (6) The epitope is VLWAHGFEL. The TCR CDR3 sequence is CASSLGLAGGGTQYF. Result: 1 (the TCR binds to the epitope). (7) The epitope is TAFTIPSI. The TCR CDR3 sequence is CATRREVGYGYTF. Result: 0 (the TCR does not bind to the epitope).